The task is: Predict the product of the given reaction.. This data is from Forward reaction prediction with 1.9M reactions from USPTO patents (1976-2016). (1) Given the reactants [CH3:1][O:2][C:3](=[O:19])[C@H:4]([CH2:13][CH2:14][C@H:15]([OH:18])[CH2:16][OH:17])[NH:5][C:6]([O:8][C:9]([CH3:12])([CH3:11])[CH3:10])=[O:7].[C:20]([Si:24](Cl)([CH3:26])[CH3:25])([CH3:23])([CH3:22])[CH3:21].N1C=CN=C1.O, predict the reaction product. The product is: [CH3:1][O:2][C:3](=[O:19])[C@H:4]([CH2:13][CH2:14][C@H:15]([OH:18])[CH2:16][O:17][Si:24]([C:20]([CH3:23])([CH3:22])[CH3:21])([CH3:26])[CH3:25])[NH:5][C:6]([O:8][C:9]([CH3:12])([CH3:10])[CH3:11])=[O:7]. (2) Given the reactants C([O:8][P:9]([O:36][CH2:37][CH2:38][NH:39][C:40](=[O:66])[CH2:41][CH2:42][O:43][CH2:44][CH2:45][O:46][CH2:47][CH2:48][O:49][CH2:50][CH2:51][O:52][CH2:53][CH2:54][NH:55]C(OCC1C=CC=CC=1)=O)([O:11][CH2:12][CH:13]([O:31][C:32]([CH3:35])([CH3:34])[CH3:33])[CH2:14][O:15][C:16](=[O:30])[CH2:17][CH2:18][CH2:19][CH2:20][CH2:21][NH:22][C:23]([O:25][C:26]([CH3:29])([CH3:28])[CH3:27])=[O:24])=[O:10])C1C=CC=CC=1.CC(O)(C)C, predict the reaction product. The product is: [NH2:55][CH2:54][CH2:53][O:52][CH2:51][CH2:50][O:49][CH2:48][CH2:47][O:46][CH2:45][CH2:44][O:43][CH2:42][CH2:41][C:40]([NH:39][CH2:38][CH2:37][O:36][P:9]([OH:10])([O:11][CH2:12][CH:13]([O:31][C:32]([CH3:35])([CH3:34])[CH3:33])[CH2:14][O:15][C:16](=[O:30])[CH2:17][CH2:18][CH2:19][CH2:20][CH2:21][NH:22][C:23]([O:25][C:26]([CH3:27])([CH3:29])[CH3:28])=[O:24])=[O:8])=[O:66]. (3) Given the reactants [Cl:1][C:2]1[CH:7]=[C:6]([Cl:8])[CH:5]=[CH:4][C:3]=1[C:9](=[O:18])[CH2:10][C:11]1[CH:16]=[CH:15][C:14]([F:17])=[CH:13][CH:12]=1.CO[CH:21](OC)[N:22]([CH3:24])[CH3:23], predict the reaction product. The product is: [Cl:1][C:2]1[CH:7]=[C:6]([Cl:8])[CH:5]=[CH:4][C:3]=1[C:9](=[O:18])[C:10]([C:11]1[CH:16]=[CH:15][C:14]([F:17])=[CH:13][CH:12]=1)=[CH:21][N:22]([CH3:24])[CH3:23].